The task is: Regression. Given a peptide amino acid sequence and an MHC pseudo amino acid sequence, predict their binding affinity value. This is MHC class I binding data.. This data is from Peptide-MHC class I binding affinity with 185,985 pairs from IEDB/IMGT. (1) The peptide sequence is VKINIFPLY. The MHC is HLA-B39:01 with pseudo-sequence HLA-B39:01. The binding affinity (normalized) is 0.0847. (2) The peptide sequence is KFNPMKTYI. The MHC is HLA-B35:01 with pseudo-sequence HLA-B35:01. The binding affinity (normalized) is 0.00122. (3) The peptide sequence is YARRYFYPL. The MHC is HLA-C04:01 with pseudo-sequence HLA-C04:01. The binding affinity (normalized) is 0.213. (4) The peptide sequence is QVIFKCVPK. The MHC is HLA-B18:01 with pseudo-sequence HLA-B18:01. The binding affinity (normalized) is 0.0847. (5) The MHC is HLA-B15:01 with pseudo-sequence HLA-B15:01. The binding affinity (normalized) is 0.618. The peptide sequence is YLRNFLAAP. (6) The peptide sequence is LTGGVTLFFL. The MHC is HLA-A01:01 with pseudo-sequence HLA-A01:01. The binding affinity (normalized) is 0.161. (7) The peptide sequence is ALMEITSRY. The MHC is HLA-A11:01 with pseudo-sequence HLA-A11:01. The binding affinity (normalized) is 0.408. (8) The peptide sequence is FPVTPQVPL. The MHC is HLA-B15:03 with pseudo-sequence HLA-B15:03. The binding affinity (normalized) is 0.247.